Dataset: Reaction yield outcomes from USPTO patents with 853,638 reactions. Task: Predict the reaction yield, written as a fraction of the theoretical maximum amount of product (1.0 means a 100% yield; for example, 0.34 means a 34% yield). The reactants are [F:1][C:2]1[CH:9]=[CH:8][C:7]([CH:10]=O)=[CH:6][C:3]=1[C:4]#[N:5].CC(OC(C)=O)=O.[CH3:19][N+:20]([O-:22])=[O:21].CC#N. The catalyst is CN(C1C=CN=CC=1)C. The product is [F:1][C:2]1[CH:9]=[CH:8][C:7](/[CH:10]=[CH:19]/[N+:20]([O-:22])=[O:21])=[CH:6][C:3]=1[C:4]#[N:5]. The yield is 0.700.